This data is from Forward reaction prediction with 1.9M reactions from USPTO patents (1976-2016). The task is: Predict the product of the given reaction. (1) Given the reactants C([Li])CCC.[CH2:6]([C:13]1[CH:18]=[CH:17][CH:16]=[CH:15][CH:14]=1)[C:7]1[CH:12]=[CH:11][CH:10]=[CH:9][CH:8]=1.[O:19]1[C:23](=[O:24])[CH2:22][CH2:21][C:20]1=[O:25].Cl, predict the reaction product. The product is: [O:24]=[C:23]([CH:6]([C:7]1[CH:12]=[CH:11][CH:10]=[CH:9][CH:8]=1)[C:13]1[CH:18]=[CH:17][CH:16]=[CH:15][CH:14]=1)[CH2:22][CH2:21][C:20]([OH:25])=[O:19]. (2) Given the reactants [F:1][C:2]1[CH:7]=[CH:6][C:5]([CH:8]([CH3:12])[C:9]([OH:11])=O)=[CH:4][CH:3]=1.[NH2:13][CH2:14][CH2:15][CH2:16][N:17]1[CH2:22][CH2:21][CH:20]([C:23]2[CH:24]=[CH:25][C:26]([F:35])=[C:27]([NH:29][C:30](=[O:34])[CH:31]([CH3:33])[CH3:32])[CH:28]=2)[CH2:19][CH2:18]1, predict the reaction product. The product is: [F:35][C:26]1[CH:25]=[CH:24][C:23]([CH:20]2[CH2:19][CH2:18][N:17]([CH2:16][CH2:15][CH2:14][NH:13][C:9](=[O:11])[CH:8]([C:5]3[CH:4]=[CH:3][C:2]([F:1])=[CH:7][CH:6]=3)[CH3:12])[CH2:22][CH2:21]2)=[CH:28][C:27]=1[NH:29][C:30](=[O:34])[CH:31]([CH3:32])[CH3:33]. (3) Given the reactants C(N(C(C)C)CC)(C)C.[NH2:10][C:11]1[CH:26]=[CH:25][C:24]([Cl:27])=[CH:23][C:12]=1[C:13]([NH:15][CH2:16][CH:17]1[CH2:22][CH2:21][CH2:20][CH2:19][CH2:18]1)=[O:14].[CH3:28][O:29][C:30]1[CH:39]=[CH:38][C:37]2[C:32](=[CH:33][CH:34]=[CH:35][CH:36]=2)[C:31]=1[C:40](O)=[O:41].CN(C(ON1N=NC2C=CC=NC1=2)=[N+](C)C)C.F[P-](F)(F)(F)(F)F, predict the reaction product. The product is: [Cl:27][C:24]1[CH:25]=[CH:26][C:11]([NH:10][C:40]([C:31]2[C:32]3[C:37](=[CH:36][CH:35]=[CH:34][CH:33]=3)[CH:38]=[CH:39][C:30]=2[O:29][CH3:28])=[O:41])=[C:12]([C:13]([NH:15][CH2:16][CH:17]2[CH2:22][CH2:21][CH2:20][CH2:19][CH2:18]2)=[O:14])[CH:23]=1.